Dataset: Forward reaction prediction with 1.9M reactions from USPTO patents (1976-2016). Task: Predict the product of the given reaction. (1) Given the reactants [NH:1]1[C:5]2[CH:6]=[CH:7][C:8]([C:10]([OH:12])=O)=[CH:9][C:4]=2[N:3]=[CH:2]1.[C:13]1([C:19]2[CH:20]=[CH:21][C:22]3[CH2:23][C@H:24]4[C@@H:29]([C:30]=3[CH:31]=2)[CH2:28][CH2:27][CH2:26][NH:25]4)[CH:18]=[CH:17][CH:16]=[CH:15][CH:14]=1, predict the reaction product. The product is: [NH:1]1[C:5]2[CH:6]=[CH:7][C:8]([C:10]([N:25]3[CH2:26][CH2:27][CH2:28][C@@H:29]4[C:30]5[CH:31]=[C:19]([C:13]6[CH:18]=[CH:17][CH:16]=[CH:15][CH:14]=6)[CH:20]=[CH:21][C:22]=5[CH2:23][C@H:24]34)=[O:12])=[CH:9][C:4]=2[N:3]=[CH:2]1. (2) Given the reactants C[O:2][C:3]([C:5]1[NH:16][C:8]2=[N:9][CH:10]=[C:11]([N+:13]([O-:15])=[O:14])[CH:12]=[C:7]2[CH:6]=1)=[O:4].[OH-].[K+].Cl, predict the reaction product. The product is: [N+:13]([C:11]1[CH:12]=[C:7]2[CH:6]=[C:5]([C:3]([OH:4])=[O:2])[NH:16][C:8]2=[N:9][CH:10]=1)([O-:15])=[O:14]. (3) Given the reactants C(OC[C@@H]1S[C@@H](CC([O-])=O)[C@H](N)[C@H](CC([O-])=O)[C@@H]1CC([O-])=O)(=O)C.N.CO.[C:28]([O:31][C@@H:32]1[C@@H:40]([CH2:41][O:42][C:43](=[O:45])[CH3:44])[S:39][C@H:38]2[C@H:34]([N:35]=[C:36]([NH:46][CH2:47][CH2:48][CH3:49])[S:37]2)[C@H:33]1[O:50][C:51](=[O:53])[CH3:52])(=[O:30])[CH3:29], predict the reaction product. The product is: [C:28]([O:31][C@@H:32]1[C@@H:40]([CH2:41][O:42][C:43](=[O:45])[CH3:44])[S:39][C@H:38]2[C@H:34]([N:35]=[C:36]([NH:46][CH2:47][CH2:48][CH3:49])[S:37]2)[C@H:33]1[O:50][C:51](=[O:53])[CH3:52])(=[O:30])[CH3:29].[OH:42][CH2:41][C@H:40]1[S:39][C@H:38]2[C@H:34]([N:35]=[C:36]([NH:46][CH2:47][CH2:48][CH3:49])[S:37]2)[C@@H:33]([OH:50])[C@@H:32]1[OH:31].